This data is from Reaction yield outcomes from USPTO patents with 853,638 reactions. The task is: Predict the reaction yield, written as a fraction of the theoretical maximum amount of product (1.0 means a 100% yield; for example, 0.34 means a 34% yield). (1) The reactants are Cl[C:2]1[N:7]=[CH:6][C:5]([NH2:8])=[CH:4][N:3]=1.[F:9][C:10]([F:21])([F:20])[C:11]1[CH:12]=[C:13](B(O)O)[CH:14]=[CH:15][CH:16]=1.C(=O)([O-])[O-].[K+].[K+]. The catalyst is C(OCC)(=O)C.CC([O-])=O.CC([O-])=O.[Pd+2].C1C=CC(P(C2C=CC=CC=2)[C-]2C=CC=C2)=CC=1.C1C=CC(P(C2C=CC=CC=2)[C-]2C=CC=C2)=CC=1.[Fe+2]. The product is [F:9][C:10]([F:21])([F:20])[C:11]1[CH:16]=[C:15]([C:2]2[N:7]=[CH:6][C:5]([NH2:8])=[CH:4][N:3]=2)[CH:14]=[CH:13][CH:12]=1. The yield is 0.380. (2) The reactants are [C:1]([O:5][C:6](=[O:22])[NH:7][C@H:8]([C:19](=[S:21])[NH2:20])[CH2:9][C:10]1[CH:15]=[CH:14][C:13]([N+:16]([O-:18])=[O:17])=[CH:12][CH:11]=1)([CH3:4])([CH3:3])[CH3:2].Br[CH2:24][C:25]([C:27]1[CH:32]=[CH:31][CH:30]=[CH:29][CH:28]=1)=O.N1C=CC=CC=1.CC(OC(OC(OC(C)(C)C)=O)=O)(C)C. The catalyst is CC#N.C(OCC)C. The product is [C:1]([O:5][C:6](=[O:22])[NH:7][C@H:8]([C:19]1[S:21][CH:24]=[C:25]([C:27]2[CH:32]=[CH:31][CH:30]=[CH:29][CH:28]=2)[N:20]=1)[CH2:9][C:10]1[CH:15]=[CH:14][C:13]([N+:16]([O-:18])=[O:17])=[CH:12][CH:11]=1)([CH3:4])([CH3:2])[CH3:3]. The yield is 0.390. (3) The reactants are [CH:1]1([N:6]2[CH2:11][CH2:10][N:9]([C:12]([C:14]3[CH:15]=[C:16]4[C:20](=[CH:21][CH:22]=3)[NH:19][C:18]([C:23]([OH:25])=O)=[CH:17]4)=[O:13])[CH2:8][CH2:7]2)[CH2:5][CH2:4][CH2:3][CH2:2]1.C1(N2CCN(C(C3C=C4C(=CC=3)NC(C(N3CCS(=O)(=O)CC3)=O)=C4)=O)CC2)CCCC1.F[B-](F)(F)F.N1(OC(N(C)C)=[N+](C)C)C2C=CC=CC=2N=N1.[CH3:80][C:81]1[CH:87]=[CH:86][CH:85]=[C:84]([CH3:88])[C:82]=1[NH2:83].C(N(CC)C(C)C)(C)C. The catalyst is CN(C)C=O. The product is [CH3:80][C:81]1[CH:87]=[CH:86][CH:85]=[C:84]([CH3:88])[C:82]=1[NH:83][C:23]([C:18]1[NH:19][C:20]2[C:16]([CH:17]=1)=[CH:15][C:14]([C:12]([N:9]1[CH2:8][CH2:7][N:6]([CH:1]3[CH2:5][CH2:4][CH2:3][CH2:2]3)[CH2:11][CH2:10]1)=[O:13])=[CH:22][CH:21]=2)=[O:25]. The yield is 0.220. (4) The reactants are C1([NH2+]C2CCCCC2)CCCCC1.[C:14]([O:18][C:19]([NH:21][C@@H:22]([CH2:26][CH2:27][CH2:28][CH2:29][CH2:30][CH:31]=[CH2:32])[C:23]([O-:25])=O)=[O:20])([CH3:17])([CH3:16])[CH3:15].CN1CCOCC1.C(Cl)(=O)C(C)(C)C.[CH2:47]([O:49][C:50]([C@@:52]1([NH:57][C:58]([C@H:60]2[NH:64][CH2:63][C@H:62]([O:65][C:66]([N:68]3[CH2:76][C:75]4[C:70](=[CH:71][CH:72]=[CH:73][C:74]=4[F:77])[CH2:69]3)=[O:67])[CH2:61]2)=[O:59])[CH2:54][C@H:53]1[CH:55]=[CH2:56])=[O:51])[CH3:48].Cl. The product is [C:14]([O:18][C:19]([NH:21][C@@H:22]([CH2:26][CH2:27][CH2:28][CH2:29][CH2:30][CH:31]=[CH2:32])[C:23]([N:64]1[C@H:60]([C:58](=[O:59])[NH:57][C@:52]2([C:50]([O:49][CH2:47][CH3:48])=[O:51])[CH2:54][C@H:53]2[CH:55]=[CH2:56])[CH2:61][C@@H:62]([O:65][C:66]([N:68]2[CH2:76][C:75]3[C:70](=[CH:71][CH:72]=[CH:73][C:74]=3[F:77])[CH2:69]2)=[O:67])[CH2:63]1)=[O:25])=[O:20])([CH3:15])([CH3:16])[CH3:17]. The catalyst is C1COCC1.O. The yield is 0.883. (5) The reactants are Cl[CH2:2][C:3]1[CH:13]=[CH:12][C:6]2[O:7][C:8]([F:11])([F:10])[O:9][C:5]=2[CH:4]=1.[C-:14]#[N:15].[Na+].O.C(OC)(C)(C)C. The catalyst is CS(C)=O. The product is [F:10][C:8]1([F:11])[O:7][C:6]2[CH:12]=[CH:13][C:3]([CH2:2][C:14]#[N:15])=[CH:4][C:5]=2[O:9]1. The yield is 0.950.